This data is from Reaction yield outcomes from USPTO patents with 853,638 reactions. The task is: Predict the reaction yield, written as a fraction of the theoretical maximum amount of product (1.0 means a 100% yield; for example, 0.34 means a 34% yield). The catalyst is O1CCCC1. The yield is 0.300. The reactants are [CH3:1][O:2][CH2:3][CH2:4][O:5][CH2:6][CH2:7][O:8][CH2:9][CH2:10][OH:11].[CH2:12]([O:14][C:15](=[O:19])[CH2:16][CH:17]=[CH2:18])[CH3:13]. The product is [CH2:12]([O:14][C:15](=[O:19])[CH2:16][CH2:17][CH2:18][O:11][CH2:10][CH2:9][O:8][CH2:7][CH2:6][O:5][CH2:4][CH2:3][O:2][CH3:1])[CH3:13].